From a dataset of Catalyst prediction with 721,799 reactions and 888 catalyst types from USPTO. Predict which catalyst facilitates the given reaction. (1) Reactant: FC(F)(F)S(O[CH2:7][C:8]([F:29])([F:28])[CH2:9][O:10][Si:11]([C:24]([CH3:27])([CH3:26])[CH3:25])([C:18]1[CH:23]=[CH:22][CH:21]=[CH:20][CH:19]=1)[C:12]1[CH:17]=[CH:16][CH:15]=[CH:14][CH:13]=1)(=O)=O.CCN(C(C)C)C(C)C.[NH:41]1[C:49]2[C:44](=[CH:45][CH:46]=[CH:47][CH:48]=2)[C:43]([CH2:50][C@H:51]([NH2:53])[CH3:52])=[CH:42]1. Product: [NH:41]1[C:49]2[C:44](=[CH:45][CH:46]=[CH:47][CH:48]=2)[C:43]([CH2:50][C@H:51]([NH:53][CH2:7][C:8]([F:28])([F:29])[CH2:9][O:10][Si:11]([C:24]([CH3:25])([CH3:27])[CH3:26])([C:12]2[CH:17]=[CH:16][CH:15]=[CH:14][CH:13]=2)[C:18]2[CH:19]=[CH:20][CH:21]=[CH:22][CH:23]=2)[CH3:52])=[CH:42]1. The catalyst class is: 38. (2) Reactant: [CH3:1][NH:2][CH2:3][CH2:4][OH:5].[C:14](O[C:14]([O:16][C:17]([CH3:20])([CH3:19])[CH3:18])=[O:15])([O:16][C:17]([CH3:20])([CH3:19])[CH3:18])=[O:15]. Product: [OH:5][CH2:4][CH2:3][N:2]([CH3:1])[C:14](=[O:15])[O:16][C:17]([CH3:18])([CH3:19])[CH3:20]. The catalyst class is: 13. (3) Reactant: [CH3:1][C:2]1[C:7]([N+:8]([O-:10])=[O:9])=[C:6]([CH3:11])[CH:5]=[CH:4][C:3]=1[CH2:12][CH2:13][CH2:14][C:15]([OH:17])=O. Product: [CH3:1][C:2]1[C:7]([N+:8]([O-:10])=[O:9])=[C:6]([CH3:11])[CH:5]=[C:4]2[C:3]=1[CH2:12][CH2:13][CH2:14][C:15]2=[O:17]. The catalyst class is: 6.